Dataset: Peptide-MHC class I binding affinity with 185,985 pairs from IEDB/IMGT. Task: Regression. Given a peptide amino acid sequence and an MHC pseudo amino acid sequence, predict their binding affinity value. This is MHC class I binding data. (1) The binding affinity (normalized) is 0.419. The peptide sequence is SLLFKTASG. The MHC is HLA-B08:01 with pseudo-sequence HLA-B08:01. (2) The peptide sequence is RVACRDVEV. The MHC is HLA-A24:03 with pseudo-sequence HLA-A24:03. The binding affinity (normalized) is 0.0847. (3) The binding affinity (normalized) is 0.0847. The MHC is HLA-A25:01 with pseudo-sequence HLA-A25:01. The peptide sequence is LPSSSSYSY. (4) The peptide sequence is KIFLHFSIL. The MHC is HLA-A31:01 with pseudo-sequence HLA-A31:01. The binding affinity (normalized) is 0.0847. (5) The peptide sequence is NAYERMCNT. The MHC is HLA-A02:01 with pseudo-sequence HLA-A02:01. The binding affinity (normalized) is 0.0117. (6) The peptide sequence is AGSKYIHCF. The MHC is HLA-A30:02 with pseudo-sequence HLA-A30:02. The binding affinity (normalized) is 0.188. (7) The peptide sequence is DPNPQEVVL. The MHC is HLA-B40:02 with pseudo-sequence HLA-B40:02. The binding affinity (normalized) is 0. (8) The peptide sequence is LKALGPAAT. The binding affinity (normalized) is 0. The MHC is HLA-B58:01 with pseudo-sequence HLA-B58:01. (9) The peptide sequence is EYQKTKLNDW. The MHC is HLA-A23:01 with pseudo-sequence HLA-A23:01. The binding affinity (normalized) is 0.141.